From a dataset of Peptide-MHC class I binding affinity with 185,985 pairs from IEDB/IMGT. Regression. Given a peptide amino acid sequence and an MHC pseudo amino acid sequence, predict their binding affinity value. This is MHC class I binding data. (1) The MHC is HLA-A26:03 with pseudo-sequence HLA-A26:03. The binding affinity (normalized) is 0.0847. The peptide sequence is GTEEIKSLY. (2) The peptide sequence is MTIDLDPVIY. The MHC is HLA-B15:01 with pseudo-sequence HLA-B15:01. The binding affinity (normalized) is 0.845. (3) The peptide sequence is AKYEICLEK. The MHC is HLA-B73:01 with pseudo-sequence HLA-B73:01. The binding affinity (normalized) is 0.0847.